Dataset: Full USPTO retrosynthesis dataset with 1.9M reactions from patents (1976-2016). Task: Predict the reactants needed to synthesize the given product. (1) Given the product [F:9][C:10]1[C:11]2[O:36][N:35]=[C:34]([CH2:37][OH:38])[C:12]=2[CH:13]=[C:14]2[C:27]=1[N:26]1[CH2:28][C@@H:29]([CH3:33])[O:30][C@@H:31]([CH3:32])[C@@H:25]1[C:16]1([C:17](=[O:24])[NH:18][C:19](=[O:23])[NH:20][C:21]1=[O:22])[CH2:15]2, predict the reactants needed to synthesize it. The reactants are: [BH4-].[Li+].CO.[Li+].[BH4-].CO.[F:9][C:10]1[C:11]2[O:36][N:35]=[C:34]([C:37](OCC)=[O:38])[C:12]=2[CH:13]=[C:14]2[C:27]=1[N:26]1[CH2:28][C@@H:29]([CH3:33])[O:30][C@@H:31]([CH3:32])[C@@H:25]1[C:16]1([C:21](=[O:22])[NH:20][C:19](=[O:23])[NH:18][C:17]1=[O:24])[CH2:15]2. (2) Given the product [CH2:8]([O:7][C:3](=[O:10])[CH:24]([C:16]1[O:15][C:19]2[CH:20]=[CH:21][CH:22]=[CH:23][C:18]=2[CH:17]=1)[CH:25]=[O:13])[CH3:9], predict the reactants needed to synthesize it. The reactants are: [H-].[Na+].[C:3](=[O:10])([O:7][CH2:8][CH3:9])OCC.CC(C)=[O:13].[O:15]1[C:19]2[CH:20]=[CH:21][CH:22]=[CH:23][C:18]=2[CH:17]=[C:16]1[C:24](=O)[CH3:25]. (3) Given the product [C:1]([C:11]1[S:12][C:13]([C:27]([CH3:30])([CH3:29])[CH3:28])=[CH:14][C:15]=1[NH:16][C:17]([NH:19][C:20]1[CH:25]=[CH:24][C:23]([CH3:26])=[CH:22][CH:21]=1)=[O:18])([OH:3])=[O:2], predict the reactants needed to synthesize it. The reactants are: [C:1]([C:11]1[S:12][C:13]([C:27]([CH3:30])([CH3:29])[CH3:28])=[CH:14][C:15]=1[NH:16][C:17]([NH:19][C:20]1[CH:25]=[CH:24][C:23]([CH3:26])=[CH:22][CH:21]=1)=[O:18])([O:3]CC1C=CC=CC=1)=[O:2]. (4) Given the product [NH2:1][C:2]1[C:15]2[C:14](=[O:16])[C:13]([C:17]#[N:18])=[CH:12][N:7]3[C@@H:8]([CH3:11])[CH2:9][O:10][C:5]([C:6]=23)=[C:4]([NH:33][C@H:29]2[CH2:30][CH2:31][CH2:32][C@@H:27]([C:23]3[CH:22]=[N:21][CH:26]=[CH:25][CH:24]=3)[CH2:28]2)[C:3]=1[F:20], predict the reactants needed to synthesize it. The reactants are: [NH2:1][C:2]1[C:15]2[C:14](=[O:16])[C:13]([C:17]#[N:18])=[CH:12][N:7]3[C@@H:8]([CH3:11])[CH2:9][O:10][C:5]([C:6]=23)=[C:4](F)[C:3]=1[F:20].[N:21]1[CH:26]=[CH:25][CH:24]=[C:23]([C@@H:27]2[CH2:32][CH2:31][CH2:30][C@H:29]([NH2:33])[CH2:28]2)[CH:22]=1.C(N(C(C)C)CC)(C)C. (5) Given the product [Br:19][C:20]1[C:21]([F:29])=[C:22]([C:25]([F:28])=[CH:26][CH:27]=1)/[CH:23]=[C:8]1/[C:9](=[O:12])[C:10]2[C:6]([CH2:7]/1)=[CH:5][C:4]([N:13]1[CH2:14][CH2:15][O:16][CH2:17][CH2:18]1)=[C:3]([O:2][CH3:1])[CH:11]=2, predict the reactants needed to synthesize it. The reactants are: [CH3:1][O:2][C:3]1[CH:11]=[C:10]2[C:6]([CH2:7][CH2:8][C:9]2=[O:12])=[CH:5][C:4]=1[N:13]1[CH2:18][CH2:17][O:16][CH2:15][CH2:14]1.[Br:19][C:20]1[C:21]([F:29])=[C:22]([C:25]([F:28])=[CH:26][CH:27]=1)[CH:23]=O.CC1C=CC(S(O)(=O)=O)=CC=1. (6) Given the product [C:23]([O:22][C:20]([N:1]1[C:9]2[C:4](=[CH:5][CH:6]=[CH:7][CH:8]=2)[CH2:3][C@H:2]1[C:10]([OH:12])=[O:11])=[O:21])([CH3:26])([CH3:25])[CH3:24], predict the reactants needed to synthesize it. The reactants are: [NH:1]1[C:9]2[C:4](=[CH:5][CH:6]=[CH:7][CH:8]=2)[CH2:3][C@H:2]1[C:10]([OH:12])=[O:11].C(N(CC)CC)C.[C:20](O[C:20]([O:22][C:23]([CH3:26])([CH3:25])[CH3:24])=[O:21])([O:22][C:23]([CH3:26])([CH3:25])[CH3:24])=[O:21].